This data is from Reaction yield outcomes from USPTO patents with 853,638 reactions. The task is: Predict the reaction yield, written as a fraction of the theoretical maximum amount of product (1.0 means a 100% yield; for example, 0.34 means a 34% yield). (1) The reactants are C1(C[O:5][C:6](=[O:33])[CH:7]([C:12]2[CH:17]=[C:16]([O:18][CH2:19][CH:20]3[CH2:22][CH2:21]3)[C:15]([C:23]3[CH:24]=[CH:25][C:26]4[C:27]([CH:31]=3)=[N:28][S:29][N:30]=4)=[C:14]([Cl:32])[CH:13]=2)[CH2:8][CH:9]([CH3:11])[CH3:10])CC1.[OH-].[K+]. The catalyst is CCO.O. The product is [N:30]1[S:29][N:28]=[C:27]2[CH:31]=[C:23]([C:15]3[C:16]([O:18][CH2:19][CH:20]4[CH2:22][CH2:21]4)=[CH:17][C:12]([CH:7]([CH2:8][CH:9]([CH3:10])[CH3:11])[C:6]([OH:33])=[O:5])=[CH:13][C:14]=3[Cl:32])[CH:24]=[CH:25][C:26]=12. The yield is 0.550. (2) The reactants are [NH2:1][C:2]1[CH:3]=[C:4]([CH:8]=[CH:9][C:10]=1[CH3:11])[C:5]([OH:7])=O.Cl.[NH:13]1[CH2:18][CH2:17][CH:16]([C:19]2[CH:26]=[CH:25][C:22]([C:23]#[N:24])=[CH:21][CH:20]=2)[CH2:15][CH2:14]1.CCN=C=NCCCN(C)C.C1C=CC2N(O)N=NC=2C=1.CCN(C(C)C)C(C)C. The catalyst is CN(C=O)C.O. The product is [NH2:1][C:2]1[CH:3]=[C:4]([CH:8]=[CH:9][C:10]=1[CH3:11])[C:5]([N:13]1[CH2:18][CH2:17][CH:16]([C:19]2[CH:26]=[CH:25][C:22]([C:23]#[N:24])=[CH:21][CH:20]=2)[CH2:15][CH2:14]1)=[O:7]. The yield is 1.00. (3) The reactants are [N:1]1[CH:6]=[CH:5][N:4]=[CH:3][C:2]=1[C:7]([OH:9])=[O:8].[CH:10](=[O:17])[C:11]1[CH:16]=[CH:15][CH:14]=[CH:13][CH:12]=1.S(=O)(=O)(O)O.C(OOC(C)(C)C)(C)(C)C. The catalyst is O.C(O)(=O)C. The product is [C:10]([C:5]1[N:4]=[CH:3][C:2]([C:7]([OH:9])=[O:8])=[N:1][CH:6]=1)(=[O:17])[C:11]1[CH:16]=[CH:15][CH:14]=[CH:13][CH:12]=1. The yield is 0.360. (4) The reactants are [O:1]1[CH2:3][CH:2]1[CH2:4][N:5]1[CH:9]=[C:8]([C:10]2[CH:15]=[N:14][CH:13]=[CH:12][N:11]=2)[C:7]([C:16]2[CH:21]=[CH:20][C:19]([C:22]([F:25])([F:24])[F:23])=[CH:18][CH:17]=2)=[N:6]1.[NH:26]1[CH2:31][CH2:30][CH:29]([N:32]2[C:37]3[CH:38]=[CH:39][CH:40]=[CH:41][C:36]=3[O:35][CH2:34][C:33]2=[O:42])[CH2:28][CH2:27]1.C(N(CC)CC)C. The catalyst is CCO. The product is [OH:1][CH:2]([CH2:4][N:5]1[CH:9]=[C:8]([C:10]2[CH:15]=[N:14][CH:13]=[CH:12][N:11]=2)[C:7]([C:16]2[CH:21]=[CH:20][C:19]([C:22]([F:24])([F:25])[F:23])=[CH:18][CH:17]=2)=[N:6]1)[CH2:3][N:26]1[CH2:27][CH2:28][CH:29]([N:32]2[C:37]3[CH:38]=[CH:39][CH:40]=[CH:41][C:36]=3[O:35][CH2:34][C:33]2=[O:42])[CH2:30][CH2:31]1. The yield is 0.210.